This data is from Forward reaction prediction with 1.9M reactions from USPTO patents (1976-2016). The task is: Predict the product of the given reaction. (1) Given the reactants [Cl:1][C:2]1[CH:3]=[C:4]([C:8]2([CH3:15])[O:13][C:12](=[O:14])[NH:11][CH2:10][CH2:9]2)[CH:5]=[CH:6][CH:7]=1.Br[C:17]1[CH:22]=[CH:21][CH:20]=[C:19]([N:23]2[CH2:28][CH2:27][CH2:26][CH2:25][CH2:24]2)[N:18]=1.C([O-])([O-])=O.[K+].[K+].N#N, predict the reaction product. The product is: [Cl:1][C:2]1[CH:3]=[C:4]([C:8]2([CH3:15])[O:13][C:12](=[O:14])[N:11]([C:17]3[CH:22]=[CH:21][CH:20]=[C:19]([N:23]4[CH2:28][CH2:27][CH2:26][CH2:25][CH2:24]4)[N:18]=3)[CH2:10][CH2:9]2)[CH:5]=[CH:6][CH:7]=1. (2) The product is: [N+:28]([C:27]1[C:22]([NH:20][CH:17]2[CH2:18][CH2:19][O:14][CH2:15][CH2:16]2)=[N:23][C:24]([C:31]2[CH:32]=[N:33][N:34]3[CH:39]=[CH:38][N:37]=[CH:36][C:35]=23)=[N:25][CH:26]=1)([O-:30])=[O:29]. Given the reactants C(N(C(C)C)CC)(C)C.C(O)(=O)C.[O:14]1[CH2:19][CH2:18][CH:17]([NH2:20])[CH2:16][CH2:15]1.Cl[C:22]1[C:27]([N+:28]([O-:30])=[O:29])=[CH:26][N:25]=[C:24]([C:31]2[CH:32]=[N:33][N:34]3[CH:39]=[CH:38][N:37]=[CH:36][C:35]=23)[N:23]=1, predict the reaction product. (3) Given the reactants [CH2:1]([NH:8][C:9](=[O:15])[CH:10]([NH2:14])[CH2:11][O:12][CH3:13])[C:2]1[CH:7]=[CH:6][CH:5]=[CH:4][CH:3]=1.[C:16](OC(C)C)(=[O:18])[CH3:17].C(=O)([O-])[O-].[Na+].[Na+].CC(C(O)C(C)C)C, predict the reaction product. The product is: [CH2:1]([NH:8][C:9](=[O:15])[C@H:10]([NH:14][C:16](=[O:18])[CH3:17])[CH2:11][O:12][CH3:13])[C:2]1[CH:7]=[CH:6][CH:5]=[CH:4][CH:3]=1. (4) Given the reactants [C:1]1([CH3:30])[CH:6]=[CH:5][CH:4]=[C:3]([C:7]2[O:11][CH:10]=[N:9][C:8]=2[C:12]([NH:14][C:15]2[CH:16]=[N:17][N:18]([CH2:20][CH2:21][NH:22]C(=O)OC(C)(C)C)[CH:19]=2)=[O:13])[CH:2]=1.C(O)(C(F)(F)F)=O, predict the reaction product. The product is: [NH2:22][CH2:21][CH2:20][N:18]1[CH:19]=[C:15]([NH:14][C:12]([C:8]2[N:9]=[CH:10][O:11][C:7]=2[C:3]2[CH:2]=[C:1]([CH3:30])[CH:6]=[CH:5][CH:4]=2)=[O:13])[CH:16]=[N:17]1. (5) Given the reactants [CH:1]1[C:13]2[NH:12][C:11]3[C:6](=[CH:7][CH:8]=[CH:9][CH:10]=3)[C:5]=2[CH:4]=[CH:3][CH:2]=1.[CH2:14]([Li])[CH2:15][CH2:16][CH3:17].[Cl-:19].[Cl-].[Cl-].[Cl-].[Zr+4:23], predict the reaction product. The product is: [Cl-:19].[Cl-:19].[C:10]1([Zr+2:23][C:17]2[C:13]3[NH:12][C:11]4[C:6](=[CH:7][CH:8]=[CH:9][CH:10]=4)[C:5]=3[CH:14]=[CH:15][CH:16]=2)[C:11]2[NH:12][C:13]3[C:5](=[CH:4][CH:3]=[CH:2][CH:1]=3)[C:6]=2[CH:7]=[CH:8][CH:9]=1. (6) Given the reactants [Cl:1][C:2]1[C:6]2[CH:7]=[CH:8][CH:9]=[CH:10][C:5]=2[O:4][C:3]=1[CH2:11][NH:12][CH3:13].[O:14]=[C:15]1[NH:21][C:20]2[CH:22]=[CH:23][C:24]([CH:26]=[CH:27][C:28]([OH:30])=O)=[CH:25][C:19]=2[CH2:18][O:17][CH2:16]1, predict the reaction product. The product is: [Cl:1][C:2]1[C:6]2[CH:7]=[CH:8][CH:9]=[CH:10][C:5]=2[O:4][C:3]=1[CH2:11][N:12]([CH3:13])[C:28](=[O:30])/[CH:27]=[CH:26]/[C:24]1[CH:23]=[CH:22][C:20]2[NH:21][C:15](=[O:14])[CH2:16][O:17][CH2:18][C:19]=2[CH:25]=1. (7) Given the reactants [Cl:1][C:2]1[CH:7]=[CH:6][N:5]=[C:4]([OH:8])[CH:3]=1.Br[C:10]1[S:11][C:12]([C:16]([O:18][CH2:19][CH3:20])=[O:17])=[C:13]([CH3:15])[N:14]=1.C(=O)([O-])[O-].[K+].[K+].CN[C@@H]1CCCC[C@H]1NC, predict the reaction product. The product is: [Cl:1][C:2]1[CH:7]=[CH:6][N:5]([C:10]2[S:11][C:12]([C:16]([O:18][CH2:19][CH3:20])=[O:17])=[C:13]([CH3:15])[N:14]=2)[C:4](=[O:8])[CH:3]=1. (8) The product is: [CH2:28]([NH:35][C:2]1[CH:3]=[N:4][C:5]([N:8]2[CH2:13][CH2:12][N:11]([C:14]3[C:23]4[C:18](=[CH:19][C:20]([O:26][CH3:27])=[C:21]([O:24][CH3:25])[CH:22]=4)[N:17]=[CH:16][N:15]=3)[CH2:10][CH2:9]2)=[N:6][CH:7]=1)[C:29]1[CH:34]=[CH:33][CH:32]=[CH:31][CH:30]=1. Given the reactants Br[C:2]1[CH:3]=[N:4][C:5]([N:8]2[CH2:13][CH2:12][N:11]([C:14]3[C:23]4[C:18](=[CH:19][C:20]([O:26][CH3:27])=[C:21]([O:24][CH3:25])[CH:22]=4)[N:17]=[CH:16][N:15]=3)[CH2:10][CH2:9]2)=[N:6][CH:7]=1.[CH2:28]([NH2:35])[C:29]1[CH:34]=[CH:33][CH:32]=[CH:31][CH:30]=1.N1CCC[C@H]1C(O)=O.P([O-])([O-])([O-])=O.[K+].[K+].[K+].N#N, predict the reaction product.